Dataset: Catalyst prediction with 721,799 reactions and 888 catalyst types from USPTO. Task: Predict which catalyst facilitates the given reaction. (1) Reactant: [Cl:1][C:2]1[N:7]=[C:6]([NH2:8])[N:5]=[C:4]([NH2:9])[C:3]=1I.[C:11]([C:13]1[CH:14]=[N:15][CH:16]=[CH:17][CH:18]=1)#[CH:12].C(N(CC)CC)C. Product: [Cl:1][C:2]1[N:7]=[C:6]([NH2:8])[N:5]=[C:4]([NH2:9])[C:3]=1[C:12]#[C:11][C:13]1[CH:14]=[N:15][CH:16]=[CH:17][CH:18]=1. The catalyst class is: 654. (2) Reactant: Br[C:2]1[CH:3]=[N:4][C:5]2[C:10]([CH:11]=1)=[C:9]([F:12])[C:8]([CH2:13][C:14]([NH:16][NH2:17])=[O:15])=[CH:7][CH:6]=2.[CH3:18][N:19]1[CH:23]=[C:22](B2OC(C)(C)C(C)(C)O2)[CH:21]=[N:20]1.C([O-])([O-])=O.[K+].[K+].O. Product: [CH3:18][N:19]1[CH:23]=[C:22]([C:2]2[CH:3]=[N:4][C:5]3[C:10]([CH:11]=2)=[C:9]([F:12])[C:8]([CH2:13][C:14]([NH:16][NH2:17])=[O:15])=[CH:7][CH:6]=3)[CH:21]=[N:20]1. The catalyst class is: 294. (3) Reactant: Cl[C:2]1[N:3]=[N:4][C:5]([C:8]2[CH:13]=[CH:12][CH:11]=[CH:10][CH:9]=2)=[CH:6][CH:7]=1.[Cl-].C(C1C=CC=C(CCC)C=1[N+:27]1[CH:31]=[CH:30][N:29]([C:32]2[C:37](CCC)=CC=C[C:33]=2[CH2:41]CC)C=1)CC.[C:44]([O-:47])([O-])=[O:45].[Cs+].[Cs+].[C:50]1([CH3:56])[CH:55]=CC=C[CH:51]=1. Product: [C:50]([O:47][C:44]([N:29]1[CH:30]2[CH2:41][CH2:33][CH:32]1[CH2:37][N:27]([C:2]1[N:3]=[N:4][C:5]([C:8]3[CH:13]=[CH:12][CH:11]=[CH:10][CH:9]=3)=[CH:6][CH:7]=1)[CH2:31]2)=[O:45])([CH3:56])([CH3:55])[CH3:51]. The catalyst class is: 110. (4) Reactant: [C:1]([C:5]1[NH:9][C:8]([C:10]2[N:15]=[C:14]([NH:16][C@H:17]([CH3:22])[C:18]([CH3:21])([CH3:20])[CH3:19])[C:13]([N+:23]([O-])=O)=[CH:12][CH:11]=2)=[C:7]([C:26]2[CH:31]=[CH:30][C:29]([F:32])=[CH:28][CH:27]=2)[N:6]=1)([CH3:4])([CH3:3])[CH3:2].O.O.[Sn](Cl)Cl.[N:38]#[C:39]Br. Product: [C:1]([C:5]1[NH:9][C:8]([C:10]2[N:15]=[C:14]3[N:16]([C@H:17]([CH3:22])[C:18]([CH3:21])([CH3:20])[CH3:19])[C:39]([NH2:38])=[N:23][C:13]3=[CH:12][CH:11]=2)=[C:7]([C:26]2[CH:31]=[CH:30][C:29]([F:32])=[CH:28][CH:27]=2)[N:6]=1)([CH3:4])([CH3:3])[CH3:2]. The catalyst class is: 8. (5) Reactant: [C:1]([O:5][C:6]([N:8]1[CH2:13][CH2:12][CH:11]([N:14]2[CH2:19][CH2:18][CH:17]([C:20](O)=[O:21])[CH2:16][CH2:15]2)[CH2:10][CH2:9]1)=[O:7])([CH3:4])([CH3:3])[CH3:2].C(Cl)(=O)OC(C)C.[F:30][C:31]1[CH:32]=[CH:33][CH:34]=[C:35]2[C:39]=1[N:38]([C:40](=[N:42]O)[NH2:41])[N:37]=[C:36]2[CH:44]([CH3:46])[CH3:45].C(=O)(O)[O-].[Na+]. Product: [F:30][C:31]1[CH:32]=[CH:33][CH:34]=[C:35]2[C:39]=1[N:38]([C:40]1[N:42]=[C:20]([CH:17]3[CH2:16][CH2:15][N:14]([CH:11]4[CH2:10][CH2:9][N:8]([C:6]([O:5][C:1]([CH3:4])([CH3:3])[CH3:2])=[O:7])[CH2:13][CH2:12]4)[CH2:19][CH2:18]3)[O:21][N:41]=1)[N:37]=[C:36]2[CH:44]([CH3:46])[CH3:45]. The catalyst class is: 531. (6) Reactant: C([NH:18][C@H:19]([C:34]([OH:36])=[O:35])[CH2:20][CH2:21][CH2:22][NH:23][C:24]([O:26][CH2:27][C:28]1[CH:33]=[CH:32][CH:31]=[CH:30][CH:29]=1)=[O:25])(OCC1C2C(=CC=CC=2)C2C1=CC=CC=2)=O.C(NCC)C. Product: [C:24]([NH:23][CH2:22][CH2:21][CH2:20][C@@H:19]([C:34]([OH:36])=[O:35])[NH2:18])([O:26][CH2:27][C:28]1[CH:33]=[CH:32][CH:31]=[CH:30][CH:29]=1)=[O:25]. The catalyst class is: 3.